Dataset: Full USPTO retrosynthesis dataset with 1.9M reactions from patents (1976-2016). Task: Predict the reactants needed to synthesize the given product. Given the product [CH2:33]([O:32][C:30](=[O:31])[NH:19][CH2:18][CH:15]1[CH2:14][C:13]2[CH:12]=[CH:11][CH:10]=[C:9]([C:3]3[CH:4]=[CH:5][C:6]([Cl:8])=[CH:7][C:2]=3[Cl:1])[C:17]=2[O:16]1)[C:34]1[CH:39]=[CH:38][CH:37]=[CH:36][CH:35]=1, predict the reactants needed to synthesize it. The reactants are: [Cl:1][C:2]1[CH:7]=[C:6]([Cl:8])[CH:5]=[CH:4][C:3]=1[C:9]1[C:17]2[O:16][CH:15]([CH2:18][NH2:19])[CH2:14][C:13]=2[CH:12]=[CH:11][CH:10]=1.C(N(C(C)C)CC)(C)C.Cl[C:30]([O:32][CH2:33][C:34]1[CH:39]=[CH:38][CH:37]=[CH:36][CH:35]=1)=[O:31].